This data is from Catalyst prediction with 721,799 reactions and 888 catalyst types from USPTO. The task is: Predict which catalyst facilitates the given reaction. (1) Reactant: [Br:1][C:2]1[CH:7]=[CH:6][CH:5]=[CH:4][C:3]=1[S:8][CH:9]([CH3:11])[CH3:10].[OH:12]OS([O-])=O.[K+].[OH2:18]. Product: [Br:1][C:2]1[CH:7]=[CH:6][CH:5]=[CH:4][C:3]=1[S:8]([CH:9]([CH3:11])[CH3:10])(=[O:12])=[O:18]. The catalyst class is: 5. (2) The catalyst class is: 8. Product: [C:3]([N:10]1[CH2:15][CH2:14][C@@H:13]([OH:16])[CH2:12][C@@H:11]1[CH3:17])([O:5][C:6]([CH3:9])([CH3:8])[CH3:7])=[O:4]. Reactant: [BH4-].[Na+].[C:3]([N:10]1[CH2:15][CH2:14][C:13](=[O:16])[CH2:12][CH:11]1[CH3:17])([O:5][C:6]([CH3:9])([CH3:8])[CH3:7])=[O:4]. (3) Reactant: [Cl:1][C:2]1[CH:3]=[C:4]([NH:19][C:20]2[C:30]3[CH:29]=[C:28]([C:31]([NH:33][CH2:34][C:35](=[O:40])[C:36]([CH3:39])([CH3:38])[CH3:37])=O)[CH2:27][CH2:26][NH:25][C:24]=3[N:23]=[CH:22][N:21]=2)[CH:5]=[CH:6][C:7]=1[O:8][C:9]1[CH:14]=[CH:13][CH:12]=[C:11]([C:15]([F:18])([F:17])[F:16])[CH:10]=1.P(Cl)(Cl)(Cl)=O.C(=O)([O-])O.[Na+]. Product: [C:36]([C:35]1[O:40][C:31]([C:28]2[CH2:27][CH2:26][NH:25][C:24]3[N:23]=[CH:22][N:21]=[C:20]([NH:19][C:4]4[CH:5]=[CH:6][C:7]([O:8][C:9]5[CH:14]=[CH:13][CH:12]=[C:11]([C:15]([F:18])([F:16])[F:17])[CH:10]=5)=[C:2]([Cl:1])[CH:3]=4)[C:30]=3[CH:29]=2)=[N:33][CH:34]=1)([CH3:39])([CH3:38])[CH3:37]. The catalyst class is: 17. (4) Reactant: [F:1][C:2]([F:13])([F:12])[C:3]1[CH:8]=[CH:7][C:6]([C:9](=[O:11])[CH3:10])=[CH:5][CH:4]=1.[H-].[Na+].[C:16](=O)([O:20]CC)[O:17][CH2:18][CH3:19].Cl. Product: [O:11]=[C:9]([C:6]1[CH:5]=[CH:4][C:3]([C:2]([F:12])([F:13])[F:1])=[CH:8][CH:7]=1)[CH2:10][C:16]([O:17][CH2:18][CH3:19])=[O:20]. The catalyst class is: 6. (5) Reactant: Br[C:2]1[C:11]2[O:10][CH2:9][CH2:8][N:7]([C:12]([O:14][C:15]([CH3:18])([CH3:17])[CH3:16])=[O:13])[CH2:6][C:5]=2[S:4][CH:3]=1.[C:19](B1OC(C)(C)C(C)(C)O1)([CH3:21])=[CH2:20].C(=O)([O-])[O-].[Na+].[Na+].COCCOC. Product: [CH3:21][C:19]([C:2]1[C:11]2[O:10][CH2:9][CH2:8][N:7]([C:12]([O:14][C:15]([CH3:18])([CH3:17])[CH3:16])=[O:13])[CH2:6][C:5]=2[S:4][CH:3]=1)=[CH2:20]. The catalyst class is: 103. (6) Reactant: Cl[C:2]1[N:3]=[CH:4][C:5]2[NH:11][C:10](=[O:12])[C:9]3([CH2:15][CH2:14][CH2:13]3)[CH2:8][N:7]([CH:16]3[CH2:20][CH2:19][CH2:18][CH2:17]3)[C:6]=2[N:21]=1.[NH2:22][C:23]1[CH:31]=[CH:30][C:26]([C:27]([OH:29])=[O:28])=[CH:25][C:24]=1[O:32][CH3:33].[CH:34](O)(C)C. Product: [CH:16]1([N:7]2[CH2:8][C:9]3([CH2:15][CH2:14][CH2:13]3)[C:10](=[O:12])[N:11]([CH3:34])[C:5]3[CH:4]=[N:3][C:2]([NH:22][C:23]4[CH:31]=[CH:30][C:26]([C:27]([OH:29])=[O:28])=[CH:25][C:24]=4[O:32][CH3:33])=[N:21][C:6]2=3)[CH2:20][CH2:19][CH2:18][CH2:17]1. The catalyst class is: 33.